Dataset: Reaction yield outcomes from USPTO patents with 853,638 reactions. Task: Predict the reaction yield, written as a fraction of the theoretical maximum amount of product (1.0 means a 100% yield; for example, 0.34 means a 34% yield). The reactants are [Cl-].O[NH3+:3].[C:4](=[O:7])([O-])[OH:5].[Na+].CS(C)=O.[CH2:13]([C:17]1[N:18]=[C:19]([O:45][CH3:46])[N:20]([C:39]2[CH:44]=[CH:43][CH:42]=[CH:41][CH:40]=2)[C:21](=[O:38])[C:22]=1[CH2:23][C:24]1[CH:29]=[CH:28][C:27]([C:30]2[C:31]([C:36]#[N:37])=[CH:32][CH:33]=[CH:34][CH:35]=2)=[CH:26][CH:25]=1)[CH2:14][CH2:15][CH3:16]. The catalyst is C(OCC)(=O)C. The product is [CH2:13]([C:17]1[N:18]=[C:19]([O:45][CH3:46])[N:20]([C:39]2[CH:40]=[CH:41][CH:42]=[CH:43][CH:44]=2)[C:21](=[O:38])[C:22]=1[CH2:23][C:24]1[CH:29]=[CH:28][C:27]([C:30]2[CH:35]=[CH:34][CH:33]=[CH:32][C:31]=2[C:36]2[NH:3][C:4](=[O:7])[O:5][N:37]=2)=[CH:26][CH:25]=1)[CH2:14][CH2:15][CH3:16]. The yield is 0.220.